From a dataset of Catalyst prediction with 721,799 reactions and 888 catalyst types from USPTO. Predict which catalyst facilitates the given reaction. (1) Reactant: N1C2C(=CC=CC=2)C(=O)C1=O.Cl[C:13](Cl)(Cl)[CH:14]([OH:16])O.Cl.[NH2:20][OH:21].S([O-])([O-])(=O)=O.[Na+].[Na+].[CH3:29][C:30]1[C:36]([CH3:37])=[CH:35][CH:34]=[CH:33][C:31]=1[NH2:32].Cl. Product: [CH3:29][C:30]1[C:36]([CH3:37])=[CH:35][CH:34]=[CH:33][C:31]=1[NH:32][C:14](=[O:16])[CH:13]=[N:20][OH:21]. The catalyst class is: 6. (2) Reactant: C[O:2][C:3]([CH2:5][N:6]1[C:14]2[C:9](=[N:10][CH:11]=[N:12][C:13]=2[NH2:15])[N:8]=[CH:7]1)=O.O.[BH4-].[Na+].Cl. Product: [OH:2][CH2:3][CH2:5][N:6]1[C:14]2[C:9](=[N:10][CH:11]=[N:12][C:13]=2[NH2:15])[N:8]=[CH:7]1. The catalyst class is: 1. (3) Reactant: [Cl:1][C:2]1[CH:10]=[C:9]2[C:5]([CH2:6][C:7](=[O:11])[NH:8]2)=[CH:4][CH:3]=1.[Cl:12][C:13]1[CH:20]=[CH:19][C:16]([CH:17]=O)=[CH:15][CH:14]=1.N1CCCC1. Product: [Cl:1][C:2]1[CH:10]=[C:9]2[C:5](/[C:6](=[CH:17]/[C:16]3[CH:19]=[CH:20][C:13]([Cl:12])=[CH:14][CH:15]=3)/[C:7](=[O:11])[NH:8]2)=[CH:4][CH:3]=1. The catalyst class is: 5. (4) Reactant: [Cl:1][C:2]1[CH:7]=[C:6]([N+:8]([O-:10])=[O:9])[CH:5]=[CH:4][C:3]=1I.[F:12][C:13]1[CH:18]=[CH:17][C:16](B(O)O)=[CH:15][CH:14]=1.C1(C)C=CC=CC=1.C(=O)([O-])[O-].[Na+].[Na+]. Product: [Cl:1][C:2]1[CH:7]=[C:6]([N+:8]([O-:10])=[O:9])[CH:5]=[CH:4][C:3]=1[C:16]1[CH:17]=[CH:18][C:13]([F:12])=[CH:14][CH:15]=1. The catalyst class is: 461.